This data is from NCI-60 drug combinations with 297,098 pairs across 59 cell lines. The task is: Regression. Given two drug SMILES strings and cell line genomic features, predict the synergy score measuring deviation from expected non-interaction effect. (1) Drug 1: CCCS(=O)(=O)NC1=C(C(=C(C=C1)F)C(=O)C2=CNC3=C2C=C(C=N3)C4=CC=C(C=C4)Cl)F. Drug 2: CCC(=C(C1=CC=CC=C1)C2=CC=C(C=C2)OCCN(C)C)C3=CC=CC=C3.C(C(=O)O)C(CC(=O)O)(C(=O)O)O. Cell line: NCI/ADR-RES. Synergy scores: CSS=-3.73, Synergy_ZIP=1.11, Synergy_Bliss=-0.220, Synergy_Loewe=-2.68, Synergy_HSA=-2.51. (2) Drug 1: C1=CC(=CC=C1CC(C(=O)O)N)N(CCCl)CCCl.Cl. Drug 2: C1=CC=C(C=C1)NC(=O)CCCCCCC(=O)NO. Cell line: ACHN. Synergy scores: CSS=42.9, Synergy_ZIP=0.635, Synergy_Bliss=-0.0574, Synergy_Loewe=0.494, Synergy_HSA=0.553.